This data is from NCI-60 drug combinations with 297,098 pairs across 59 cell lines. The task is: Regression. Given two drug SMILES strings and cell line genomic features, predict the synergy score measuring deviation from expected non-interaction effect. (1) Drug 1: C1=NC(=NC(=O)N1C2C(C(C(O2)CO)O)O)N. Drug 2: C#CCC(CC1=CN=C2C(=N1)C(=NC(=N2)N)N)C3=CC=C(C=C3)C(=O)NC(CCC(=O)O)C(=O)O. Cell line: SF-268. Synergy scores: CSS=20.6, Synergy_ZIP=0.321, Synergy_Bliss=-1.12, Synergy_Loewe=0.478, Synergy_HSA=0.864. (2) Drug 1: C1CN(CCN1C(=O)CCBr)C(=O)CCBr. Drug 2: CC12CCC3C(C1CCC2OP(=O)(O)O)CCC4=C3C=CC(=C4)OC(=O)N(CCCl)CCCl.[Na+]. Cell line: MDA-MB-231. Synergy scores: CSS=1.95, Synergy_ZIP=-2.32, Synergy_Bliss=-1.52, Synergy_Loewe=-5.49, Synergy_HSA=-1.85. (3) Drug 1: COC1=C(C=C2C(=C1)N=CN=C2NC3=CC(=C(C=C3)F)Cl)OCCCN4CCOCC4. Drug 2: CC1OCC2C(O1)C(C(C(O2)OC3C4COC(=O)C4C(C5=CC6=C(C=C35)OCO6)C7=CC(=C(C(=C7)OC)O)OC)O)O. Cell line: HCT116. Synergy scores: CSS=63.5, Synergy_ZIP=6.62, Synergy_Bliss=9.47, Synergy_Loewe=-8.30, Synergy_HSA=12.9. (4) Synergy scores: CSS=35.5, Synergy_ZIP=4.06, Synergy_Bliss=-2.14, Synergy_Loewe=-37.8, Synergy_HSA=-1.49. Drug 1: COC1=CC(=CC(=C1O)OC)C2C3C(COC3=O)C(C4=CC5=C(C=C24)OCO5)OC6C(C(C7C(O6)COC(O7)C8=CC=CS8)O)O. Drug 2: N.N.Cl[Pt+2]Cl. Cell line: SF-539. (5) Drug 1: CC1=CC2C(CCC3(C2CCC3(C(=O)C)OC(=O)C)C)C4(C1=CC(=O)CC4)C. Drug 2: C1CN1P(=S)(N2CC2)N3CC3. Cell line: MCF7. Synergy scores: CSS=6.39, Synergy_ZIP=1.75, Synergy_Bliss=2.70, Synergy_Loewe=-17.1, Synergy_HSA=-7.63.